From a dataset of Forward reaction prediction with 1.9M reactions from USPTO patents (1976-2016). Predict the product of the given reaction. Given the reactants [CH:1]1[N:5]=[CH:4][N:3]([C:6]([N:8]2C=N[CH:10]=[CH:9]2)=[O:7])[CH:2]=1.[CH2:13]([N:15](CC)CC)C.C(CCN)#N, predict the reaction product. The product is: [C:13]([CH2:10][CH2:9][NH:8][C:6]([N:3]1[CH:2]=[CH:1][N:5]=[CH:4]1)=[O:7])#[N:15].